Dataset: Full USPTO retrosynthesis dataset with 1.9M reactions from patents (1976-2016). Task: Predict the reactants needed to synthesize the given product. (1) The reactants are: [CH:1]1([C:4]2[CH:5]=[C:6]([NH2:10])[N:7]([CH3:9])[N:8]=2)[CH2:3][CH2:2]1.C(=O)(O)[O-].[Na+].[C:16]1([O:22][C:23](Cl)=[O:24])[CH:21]=[CH:20][CH:19]=[CH:18][CH:17]=1. Given the product [C:16]1([O:22][C:23](=[O:24])[NH:10][C:6]2[N:7]([CH3:9])[N:8]=[C:4]([CH:1]3[CH2:3][CH2:2]3)[CH:5]=2)[CH:21]=[CH:20][CH:19]=[CH:18][CH:17]=1, predict the reactants needed to synthesize it. (2) Given the product [Cl:24][C:13]1[CH:14]=[CH:15][C:10]([CH:9]([NH:16][C:17]([NH:22][CH2:21][CH2:19][OH:20])=[S:18])[CH2:8][C:5]2[CH:6]=[CH:7][CH:2]=[CH:3][CH:4]=2)=[CH:11][CH:12]=1, predict the reactants needed to synthesize it. The reactants are: Cl[C:2]1[CH:7]=[CH:6][C:5]([CH2:8][CH:9]([N:16]=[C:17]=[S:18])[C:10]2[CH:15]=[CH:14][CH:13]=[CH:12][CH:11]=2)=[CH:4][CH:3]=1.[CH2:19]([CH2:21][NH2:22])[OH:20].C(Cl)(Cl)[Cl:24].